From a dataset of Forward reaction prediction with 1.9M reactions from USPTO patents (1976-2016). Predict the product of the given reaction. (1) Given the reactants Cl[C:2]1[C:3]2[C:4](=[CH:13][N:14](CC3C=CC(OC)=CC=3)[N:15]=2)[N:5]=[C:6]([C:8]2[S:9][CH:10]=[CH:11][CH:12]=2)[N:7]=1.[NH:25]1[C:33]2[C:28](=[CH:29][CH:30]=[C:31]([NH2:34])[CH:32]=2)[CH:27]=[N:26]1.Cl, predict the reaction product. The product is: [NH:25]1[C:33]2[C:28](=[CH:29][CH:30]=[C:31]([NH:34][C:2]3[C:3]4[NH:15][N:14]=[CH:13][C:4]=4[N:5]=[C:6]([C:8]4[S:9][CH:10]=[CH:11][CH:12]=4)[N:7]=3)[CH:32]=2)[CH:27]=[N:26]1. (2) The product is: [CH3:1][C:2]1[CH:3]=[CH:4][C:5]([NH:21][C:22]([C:24]2[CH:29]=[CH:28][C:27]([CH2:30][N:31]3[CH2:32][CH2:33][N:34]([CH3:37])[CH2:35][CH2:36]3)=[CH:26][CH:25]=2)=[O:23])=[CH:6][C:7]=1[NH:8][C:9]1[N:10]=[CH:11][CH:12]=[C:13]([C:15]2[CH:16]=[CH:17][CH:18]=[N:19][CH:20]=2)[N:14]=1. Given the reactants [CH3:1][C:2]1[CH:3]=[CH:4][C:5]([NH:21][C:22]([C:24]2[CH:25]=[CH:26][C:27]([CH2:30][N:31]3[CH2:36][CH2:35][N:34]([CH3:37])[CH2:33][CH2:32]3)=[CH:28][CH:29]=2)=[O:23])=[CH:6][C:7]=1[NH:8][C:9]1[N:10]=[CH:11][CH:12]=[C:13]([C:15]2[CH:16]=[CH:17][CH:18]=[N:19][CH:20]=2)[N:14]=1.CS(O)(=O)=O.C([O-])(=O)CCCCCCCCCCCCCCCCC.[Mg+2].C([O-])(=O)CCCCCCCCCCCCCCCCC.[Si](=O)=O, predict the reaction product.